This data is from Forward reaction prediction with 1.9M reactions from USPTO patents (1976-2016). The task is: Predict the product of the given reaction. (1) The product is: [Cl:18][C:19]1[CH:24]=[C:23]([C:25]2([C:27]([F:30])([F:28])[F:29])[O:16][N:15]=[C:14]([C:3]3[CH:4]=[CH:5][C:6]4[B:7]([OH:13])[O:8][C:9]([CH3:12])([CH3:11])[C:10]=4[C:2]=3[F:1])[CH2:26]2)[CH:22]=[C:21]([Cl:31])[CH:20]=1. Given the reactants [F:1][C:2]1[C:10]2[C:9]([CH3:12])([CH3:11])[O:8][B:7]([OH:13])[C:6]=2[CH:5]=[CH:4][C:3]=1[C:14](Cl)=[N:15][OH:16].[Cl:18][C:19]1[CH:24]=[C:23]([C:25]([C:27]([F:30])([F:29])[F:28])=[CH2:26])[CH:22]=[C:21]([Cl:31])[CH:20]=1, predict the reaction product. (2) Given the reactants [Cl:1][C:2]1[CH:10]=[CH:9][C:5](C(Cl)=O)=[CH:4][N:3]=1.[CH3:11][Mg]I.C([O:16][CH2:17][CH3:18])C, predict the reaction product. The product is: [Cl:1][C:2]1[N:3]=[CH:4][C:5]([C:17]([OH:16])([CH3:18])[CH3:11])=[CH:9][CH:10]=1. (3) Given the reactants [Cl:1][C:2]1[CH:3]=[C:4]([N:12]([CH2:19][C:20]2[CH:25]=[CH:24][C:23]([O:26][CH3:27])=[CH:22][CH:21]=2)[C:13]2[CH:18]=[CH:17][CH:16]=[CH:15][CH:14]=2)[C:5]2[N:6]([C:8](I)=[CH:9][N:10]=2)[N:7]=1.[CH:28]([C:30]1[CH:35]=[CH:34][N:33]=[CH:32][CH:31]=1)=[CH2:29], predict the reaction product. The product is: [Cl:1][C:2]1[CH:3]=[C:4]([N:12]([CH2:19][C:20]2[CH:25]=[CH:24][C:23]([O:26][CH3:27])=[CH:22][CH:21]=2)[C:13]2[CH:18]=[CH:17][CH:16]=[CH:15][CH:14]=2)[C:5]2[N:6]([C:8]([CH:29]=[CH:28][C:30]3[CH:35]=[CH:34][N:33]=[CH:32][CH:31]=3)=[CH:9][N:10]=2)[N:7]=1. (4) Given the reactants C1(P(=[CH:20][C:21]([O:23][CH3:24])=[O:22])(C2C=CC=CC=2)C2C=CC=CC=2)C=CC=CC=1.[CH2:25]([N:27]([C:38]1[CH:39]=[C:40]([C:44]2[CH:49]=[CH:48][C:47](C=O)=[CH:46][CH:45]=2)[CH:41]=[CH:42][CH:43]=1)[C:28]([NH:30][CH2:31][CH2:32][CH2:33][CH2:34][CH2:35][CH2:36][CH3:37])=[O:29])[CH3:26].[C:52]1(C)C=CC=CC=1, predict the reaction product. The product is: [CH2:25]([N:27]([C:38]1[CH:39]=[C:40]([C:44]2[CH:49]=[CH:48][C:47](/[CH:52]=[CH:20]/[C:21]([O:23][CH3:24])=[O:22])=[CH:46][CH:45]=2)[CH:41]=[CH:42][CH:43]=1)[C:28]([NH:30][CH2:31][CH2:32][CH2:33][CH2:34][CH2:35][CH2:36][CH3:37])=[O:29])[CH3:26]. (5) Given the reactants CON(C)[C:4]([CH:6]1[CH:10]([C:11]2[CH:16]=[CH:15][C:14]([Cl:17])=[C:13]([Cl:18])[CH:12]=2)[CH2:9][N:8]([CH2:19][C:20]2[CH:25]=[CH:24][CH:23]=[CH:22][CH:21]=2)[CH2:7]1)=[O:5].[CH2:27]([Li])[CH3:28], predict the reaction product. The product is: [CH2:19]([N:8]1[CH2:9][CH:10]([C:11]2[CH:16]=[CH:15][C:14]([Cl:17])=[C:13]([Cl:18])[CH:12]=2)[CH:6]([C:4](=[O:5])[CH2:27][CH3:28])[CH2:7]1)[C:20]1[CH:25]=[CH:24][CH:23]=[CH:22][CH:21]=1.